This data is from Catalyst prediction with 721,799 reactions and 888 catalyst types from USPTO. The task is: Predict which catalyst facilitates the given reaction. (1) Reactant: C[O:2][C:3](=[O:19])[CH:4]([O:7][C:8]1[CH:9]=[C:10]2[C:15](=[CH:16][CH:17]=1)[N:14]=[CH:13][C:12]([Br:18])=[CH:11]2)[S:5][CH3:6].[OH-].[Na+].Cl. Product: [Br:18][C:12]1[CH:13]=[N:14][C:15]2[C:10]([CH:11]=1)=[CH:9][C:8]([O:7][CH:4]([S:5][CH3:6])[C:3]([OH:19])=[O:2])=[CH:17][CH:16]=2. The catalyst class is: 40. (2) Reactant: [Br:1][C:2]1[C:7]2[O:8][CH2:9][C:10](=[O:12])[NH:11][C:6]=2[CH:5]=[C:4]([C:13](Cl)=[O:14])[CH:3]=1.Cl.[CH3:17][O:18][NH:19][CH3:20].C(N(CC)CC)C. Product: [Br:1][C:2]1[C:7]2[O:8][CH2:9][C:10](=[O:12])[NH:11][C:6]=2[CH:5]=[C:4]([C:13]([N:19]([O:18][CH3:17])[CH3:20])=[O:14])[CH:3]=1. The catalyst class is: 34.